This data is from Forward reaction prediction with 1.9M reactions from USPTO patents (1976-2016). The task is: Predict the product of the given reaction. (1) Given the reactants Br[C:2]1[N:10]2[C:5]([CH:6]=[N:7][C:8]([NH:11][C:12]3[CH:17]=[CH:16][C:15]([N:18]4[CH2:23][CH2:22][O:21][CH2:20][CH2:19]4)=[CH:14][CH:13]=3)=[N:9]2)=[CH:4][CH:3]=1.[CH3:24][C:25]1[CH:30]=[CH:29][N:28]=[CH:27][C:26]=1B(O)O, predict the reaction product. The product is: [CH3:24][C:25]1[CH:30]=[CH:29][N:28]=[CH:27][C:26]=1[C:2]1[N:10]2[C:5]([CH:6]=[N:7][C:8]([NH:11][C:12]3[CH:13]=[CH:14][C:15]([N:18]4[CH2:23][CH2:22][O:21][CH2:20][CH2:19]4)=[CH:16][CH:17]=3)=[N:9]2)=[CH:4][CH:3]=1. (2) Given the reactants [NH2:1][C@H:2]([CH3:24])[CH2:3][C:4]1[CH:9]=[CH:8][C:7]([S:10]([C:13]2[CH:23]=[CH:22][C:16]([C:17]([O:19][CH2:20][CH3:21])=[O:18])=[CH:15][CH:14]=2)(=[O:12])=[O:11])=[CH:6][CH:5]=1.C/C(/O[Si](C)(C)C)=N\[Si](C)(C)C.[Cl:37][C:38]1[CH:39]=[C:40]([C@@H:44]2[CH2:46][O:45]2)[CH:41]=[CH:42][CH:43]=1.[F-].C([N+](CCCC)(CCCC)CCCC)CCC, predict the reaction product. The product is: [Cl:37][C:38]1[CH:39]=[C:40]([C@@H:44]([OH:45])[CH2:46][NH:1][C@H:2]([CH3:24])[CH2:3][C:4]2[CH:5]=[CH:6][C:7]([S:10]([C:13]3[CH:14]=[CH:15][C:16]([C:17]([O:19][CH2:20][CH3:21])=[O:18])=[CH:22][CH:23]=3)(=[O:12])=[O:11])=[CH:8][CH:9]=2)[CH:41]=[CH:42][CH:43]=1. (3) Given the reactants C([Li])(C)(C)C.[Cl:6][C:7]1[CH:12]=[CH:11][C:10]([O:13][CH2:14][O:15][CH3:16])=[CH:9][N:8]=1.[I:17]I, predict the reaction product. The product is: [Cl:6][C:7]1[CH:12]=[C:11]([I:17])[C:10]([O:13][CH2:14][O:15][CH3:16])=[CH:9][N:8]=1. (4) Given the reactants [H-].[Na+].[C:3]([O:11][CH2:12][CH3:13])(=[O:10])[CH2:4][C:5]([O:7][CH2:8][CH3:9])=[O:6].F[C:15]1[CH:20]=[CH:19][C:18]([N+:21]([O-:23])=[O:22])=[C:17]([CH3:24])[CH:16]=1, predict the reaction product. The product is: [CH3:24][C:17]1[CH:16]=[C:15]([CH:4]([C:5]([O:7][CH2:8][CH3:9])=[O:6])[C:3]([O:11][CH2:12][CH3:13])=[O:10])[CH:20]=[CH:19][C:18]=1[N+:21]([O-:23])=[O:22]. (5) Given the reactants Cl[CH2:2][CH2:3][CH2:4][CH2:5][C:6]1[N:7]([CH2:20][CH2:21][O:22][CH3:23])[N:8]=[C:9]2[C:18]=1[C:17]1[CH:16]=[CH:15][CH:14]=[CH:13][C:12]=1[N:11]=[C:10]2[NH2:19].[CH3:24][S:25]([NH2:28])(=[O:27])=[O:26].[H-].[Na+].[I-].[Na+], predict the reaction product. The product is: [NH2:19][C:10]1[C:9]2=[N:8][N:7]([CH2:20][CH2:21][O:22][CH3:23])[C:6]([CH2:5][CH2:4][CH2:3][CH2:2][NH:28][S:25]([CH3:24])(=[O:27])=[O:26])=[C:18]2[C:17]2[CH:16]=[CH:15][CH:14]=[CH:13][C:12]=2[N:11]=1. (6) Given the reactants Cl[C:2]([O:4][C:5]1[CH:10]=[CH:9][C:8]([NH:11][C:12](=[O:20])[CH2:13][CH:14]2[CH2:19][CH2:18][CH2:17][CH2:16][CH2:15]2)=[CH:7][CH:6]=1)=[O:3].[CH3:21][O:22][C:23]1[CH:35]=[CH:34][C:26]([CH2:27][N:28]2[CH2:33][CH2:32][NH:31][CH2:30][CH2:29]2)=[CH:25][CH:24]=1, predict the reaction product. The product is: [CH:14]1([CH2:13][C:12]([NH:11][C:8]2[CH:9]=[CH:10][C:5]([O:4][C:2]([N:31]3[CH2:30][CH2:29][N:28]([CH2:27][C:26]4[CH:34]=[CH:35][C:23]([O:22][CH3:21])=[CH:24][CH:25]=4)[CH2:33][CH2:32]3)=[O:3])=[CH:6][CH:7]=2)=[O:20])[CH2:19][CH2:18][CH2:17][CH2:16][CH2:15]1.